From a dataset of Reaction yield outcomes from USPTO patents with 853,638 reactions. Predict the reaction yield, written as a fraction of the theoretical maximum amount of product (1.0 means a 100% yield; for example, 0.34 means a 34% yield). (1) The catalyst is CN(C=O)C.O. The yield is 0.395. The reactants are CCN(C(C)C)C(C)C.[Br:10][C:11]1[CH:19]=[CH:18][C:17]([N+:20]([O-:22])=[O:21])=[CH:16][C:12]=1[C:13]([OH:15])=O.C1C=CC2N(O)N=NC=2C=1.CCN=C=NCCCN(C)C.[O:44]=[C:45]([N:62]1[CH2:67][CH2:66][NH:65][CH2:64][CH2:63]1)[CH2:46][NH:47][C:48]([C:50]1[CH:55]=[CH:54][C:53]([C:56]2[CH:61]=[CH:60][CH:59]=[CH:58][CH:57]=2)=[CH:52][CH:51]=1)=[O:49]. The product is [Br:10][C:11]1[CH:19]=[CH:18][C:17]([N+:20]([O-:22])=[O:21])=[CH:16][C:12]=1[C:13]([N:65]1[CH2:64][CH2:63][N:62]([C:45](=[O:44])[CH2:46][NH:47][C:48]([C:50]2[CH:55]=[CH:54][C:53]([C:56]3[CH:61]=[CH:60][CH:59]=[CH:58][CH:57]=3)=[CH:52][CH:51]=2)=[O:49])[CH2:67][CH2:66]1)=[O:15]. (2) The yield is 0.990. The reactants are [CH3:1][O:2][C:3](=[O:20])[C:4](=[N:12][NH:13][C:14]1[CH:19]=[CH:18][CH:17]=[CH:16][CH:15]=1)[C:5](=[O:11])[CH2:6][C:7](OC)=[O:8]. The product is [CH3:1][O:2][C:3]([C:4]1[C:5]([OH:11])=[CH:6][C:7](=[O:8])[N:13]([C:14]2[CH:19]=[CH:18][CH:17]=[CH:16][CH:15]=2)[N:12]=1)=[O:20]. The catalyst is ClC1C=CC=CC=1Cl. (3) The reactants are ClC1C=CC(/C=[N:9]/[C:10]([CH3:22])([CH2:18][CH:19]2[CH2:21][CH2:20]2)[C:11]([O:13][C:14]([CH3:17])([CH3:16])[CH3:15])=[O:12])=CC=1.C(O)(=O)CC(CC(O)=O)(C(O)=O)O.C1COCC1.O. The catalyst is C(OCC)(=O)C. The product is [NH2:9][C:10]([CH3:22])([CH2:18][CH:19]1[CH2:21][CH2:20]1)[C:11]([O:13][C:14]([CH3:15])([CH3:16])[CH3:17])=[O:12]. The yield is 0.430.